This data is from Peptide-MHC class II binding affinity with 134,281 pairs from IEDB. The task is: Regression. Given a peptide amino acid sequence and an MHC pseudo amino acid sequence, predict their binding affinity value. This is MHC class II binding data. (1) The peptide sequence is APSVVPNTTLGMHCG. The MHC is DRB1_1101 with pseudo-sequence DRB1_1101. The binding affinity (normalized) is 0.266. (2) The peptide sequence is VLAALFAGAWCVPKV. The MHC is HLA-DQA10102-DQB10502 with pseudo-sequence HLA-DQA10102-DQB10502. The binding affinity (normalized) is 0.487. (3) The MHC is DRB3_0202 with pseudo-sequence DRB3_0202. The binding affinity (normalized) is 1.00. The peptide sequence is YDKFLFNVSTVLTGK. (4) The peptide sequence is KDKTDIHRLEPVKCD. The MHC is HLA-DQA10501-DQB10302 with pseudo-sequence HLA-DQA10501-DQB10302. The binding affinity (normalized) is 0.236. (5) The peptide sequence is GANYFLQISRVNDLN. The MHC is DRB1_1302 with pseudo-sequence DRB1_1302. The binding affinity (normalized) is 0.963. (6) The peptide sequence is KVEFTGDLVVKALGA. The MHC is H-2-IAb with pseudo-sequence H-2-IAb. The binding affinity (normalized) is 0.164. (7) The peptide sequence is KHTDACCRTHDMCPDVMS. The MHC is DRB1_0701 with pseudo-sequence DRB1_0701. The binding affinity (normalized) is 0.